Dataset: NCI-60 drug combinations with 297,098 pairs across 59 cell lines. Task: Regression. Given two drug SMILES strings and cell line genomic features, predict the synergy score measuring deviation from expected non-interaction effect. (1) Drug 2: C1=CN(C(=O)N=C1N)C2C(C(C(O2)CO)O)O.Cl. Cell line: SK-MEL-5. Drug 1: CC1OCC2C(O1)C(C(C(O2)OC3C4COC(=O)C4C(C5=CC6=C(C=C35)OCO6)C7=CC(=C(C(=C7)OC)O)OC)O)O. Synergy scores: CSS=22.9, Synergy_ZIP=-9.68, Synergy_Bliss=-0.557, Synergy_Loewe=-3.52, Synergy_HSA=0.0475. (2) Drug 1: CC1=CC2C(CCC3(C2CCC3(C(=O)C)OC(=O)C)C)C4(C1=CC(=O)CC4)C. Drug 2: COC1=C2C(=CC3=C1OC=C3)C=CC(=O)O2. Cell line: K-562. Synergy scores: CSS=-0.620, Synergy_ZIP=0.603, Synergy_Bliss=-1.26, Synergy_Loewe=-1.91, Synergy_HSA=-2.94.